From a dataset of Reaction yield outcomes from USPTO patents with 853,638 reactions. Predict the reaction yield, written as a fraction of the theoretical maximum amount of product (1.0 means a 100% yield; for example, 0.34 means a 34% yield). (1) The reactants are Br[C:2]1[CH:27]=[CH:26][C:5]([O:6][C@H:7]2[CH2:11][CH2:10][N:9]([CH:12]3[CH2:17][CH2:16][N:15]([C:18]([O:20][C:21]([CH3:24])([CH3:23])[CH3:22])=[O:19])[CH2:14][CH2:13]3)[C:8]2=[O:25])=[C:4]([F:28])[CH:3]=1.[CH3:29][S:30]([O-:32])=[O:31].[Na+].[C@@H]1(N)CCCC[C@H]1N. The catalyst is CS(C)=O. The product is [F:28][C:4]1[CH:3]=[C:2]([S:30]([CH3:29])(=[O:32])=[O:31])[CH:27]=[CH:26][C:5]=1[O:6][C@H:7]1[CH2:11][CH2:10][N:9]([CH:12]2[CH2:17][CH2:16][N:15]([C:18]([O:20][C:21]([CH3:24])([CH3:23])[CH3:22])=[O:19])[CH2:14][CH2:13]2)[C:8]1=[O:25]. The yield is 0.890. (2) The reactants are [CH:1]1[C:2]2[C:9](=O)[NH:8][CH:7]=[N:6][C:3]=2[NH:4][N:5]=1.[N:11]1([C:17]([O:19][CH2:20][CH3:21])=[O:18])[CH2:16][CH2:15][NH:14][CH2:13][CH2:12]1.C[Si](C)(C)N[Si](C)(C)C.S([O-])([O-])(=O)=O.[NH4+].[NH4+]. The catalyst is CO. The product is [CH2:20]([O:19][C:17]([N:11]1[CH2:12][CH2:13][N:14]([C:9]2[N:8]=[CH:7][N:6]=[C:3]3[NH:4][N:5]=[CH:1][C:2]=23)[CH2:15][CH2:16]1)=[O:18])[CH3:21]. The yield is 0.820. (3) The reactants are [CH3:1][N:2]1[C:10]2[C:5](=[CH:6][CH:7]=[CH:8][CH:9]=2)[CH:4]=[C:3]1[C:11]([NH:13][C@H:14]([C:18]([NH:20][CH:21]([CH:30]([OH:33])[CH2:31][F:32])[CH2:22][C:23]([O:25][C:26]([CH3:29])([CH3:28])[CH3:27])=[O:24])=[O:19])[CH:15]([CH3:17])[CH3:16])=[O:12].CC(OI1(OC(C)=O)(OC(C)=O)OC(=O)C2C=CC=CC1=2)=O. The catalyst is CS(C)=O. The product is [CH3:1][N:2]1[C:10]2[C:5](=[CH:6][CH:7]=[CH:8][CH:9]=2)[CH:4]=[C:3]1[C:11]([NH:13][C@H:14]([C:18]([NH:20][CH:21]([C:30](=[O:33])[CH2:31][F:32])[CH2:22][C:23]([O:25][C:26]([CH3:27])([CH3:29])[CH3:28])=[O:24])=[O:19])[CH:15]([CH3:16])[CH3:17])=[O:12]. The yield is 0.490. (4) The reactants are [C:1]([C:3]1[CH:8]=[CH:7][C:6]([C:9]2[CH:10]=[N:11][N:12]([C:15]3[CH:23]=[CH:22][C:18]([C:19](O)=[O:20])=[CH:17][N:16]=3)[C:13]=2[OH:14])=[CH:5][CH:4]=1)#[N:2].CCN=C=NCCCN(C)C.C1[CH:40]=[C:39]2[N:41]=NN(O)[C:38]2=CC=1.O.CCN(C(C)C)C(C)C.CC(N)C.Cl. The catalyst is CN(C=O)C.O. The product is [C:1]([C:3]1[CH:4]=[CH:5][C:6]([C:9]2[CH:10]=[N:11][N:12]([C:15]3[CH:23]=[CH:22][C:18]([C:19]([NH:41][CH:39]([CH3:40])[CH3:38])=[O:20])=[CH:17][N:16]=3)[C:13]=2[OH:14])=[CH:7][CH:8]=1)#[N:2]. The yield is 0.547. (5) The yield is 0.370. The catalyst is CC(C)=O. The reactants are [CH3:1][O:2][CH2:3][C:4]1[C:5]([OH:23])=[CH:6][C:7]2[CH2:8][CH2:9][C@@H:10]3[C@@H:19]([C:20]=2[CH:21]=1)[CH2:18][CH2:17][C@@:15]1([CH3:16])[C@H:11]3[CH2:12][CH2:13][C@@H:14]1[OH:22].CC(C)=O.OS(O)(=O)=O.O=[Cr](=O)=O. The product is [OH:23][C:5]1[C:4]([CH2:3][O:2][CH3:1])=[CH:21][C:20]2[C@@H:19]3[C@H:10]([C@H:11]4[C@@:15]([CH2:17][CH2:18]3)([CH3:16])[C:14](=[O:22])[CH2:13][CH2:12]4)[CH2:9][CH2:8][C:7]=2[CH:6]=1. (6) The yield is 0.740. The product is [OH:15][CH2:10][CH2:11][CH2:12][C:13]#[C:14][C:2]1[CH:7]=[C:6]([C:14]#[C:13][CH2:12][CH2:11][CH2:10][OH:15])[CH:5]=[C:4]([C:14]#[C:13][CH2:12][CH2:11][CH2:10][OH:15])[CH:3]=1. The reactants are Br[C:2]1[CH:7]=[C:6](Br)[CH:5]=[C:4](Br)[CH:3]=1.[CH2:10]([OH:15])[CH2:11][CH2:12][C:13]#[CH:14]. The catalyst is C(N(CC)CC)C.Cl[Pd](Cl)([P](C1C=CC=CC=1)(C1C=CC=CC=1)C1C=CC=CC=1)[P](C1C=CC=CC=1)(C1C=CC=CC=1)C1C=CC=CC=1.[Cu]I.